From a dataset of Reaction yield outcomes from USPTO patents with 853,638 reactions. Predict the reaction yield, written as a fraction of the theoretical maximum amount of product (1.0 means a 100% yield; for example, 0.34 means a 34% yield). (1) The reactants are [Cl:1][C:2]1[CH:34]=[CH:33][C:5]([CH2:6][N:7]2[CH2:12][CH2:11][CH:10]([NH:13][CH2:14][C@@:15]([OH:32])([CH3:31])[CH2:16][O:17][C:18]3[CH:23]=[CH:22][C:21]([F:24])=[CH:20][C:19]=3[CH2:25][CH2:26][C:27]([O:29]C)=[O:28])[CH2:9][CH2:8]2)=[CH:4][CH:3]=1.[OH-].[Na+].[C:37]([OH:43])([C:39]([F:42])([F:41])[F:40])=[O:38]. The catalyst is C1COCC1. The product is [F:40][C:39]([F:42])([F:41])[C:37]([OH:43])=[O:38].[F:40][C:39]([F:42])([F:41])[C:37]([OH:43])=[O:38].[Cl:1][C:2]1[CH:34]=[CH:33][C:5]([CH2:6][N:7]2[CH2:12][CH2:11][CH:10]([NH:13][CH2:14][C@@:15]([OH:32])([CH3:31])[CH2:16][O:17][C:18]3[CH:23]=[CH:22][C:21]([F:24])=[CH:20][C:19]=3[CH2:25][CH2:26][C:27]([OH:29])=[O:28])[CH2:9][CH2:8]2)=[CH:4][CH:3]=1. The yield is 0.710. (2) The reactants are [OH:1][C:2]1[CH:3]=[C:4]2[C:9](=[CH:10][CH:11]=1)[CH:8]=[C:7]([C@:12]1([CH3:18])[CH2:16][O:15][C:14](=[O:17])[NH:13]1)[CH:6]=[CH:5]2.C(=O)([O-])[O-].[Cs+].[Cs+].CS(O[C@H:30]1[CH2:35][CH2:34][C@@H:33]([C:36]([F:39])([F:38])[CH3:37])[CH2:32][CH2:31]1)(=O)=O.O. The catalyst is CC(O)(C)C.CC(=O)CC. The product is [F:38][C:36]([C@H:33]1[CH2:34][CH2:35][C@H:30]([O:1][C:2]2[CH:3]=[C:4]3[C:9](=[CH:10][CH:11]=2)[CH:8]=[C:7]([C@:12]2([CH3:18])[CH2:16][O:15][C:14](=[O:17])[NH:13]2)[CH:6]=[CH:5]3)[CH2:31][CH2:32]1)([F:39])[CH3:37]. The yield is 0.580. (3) The reactants are C([O:9][CH2:10][CH2:11][O:12][CH2:13][CH2:14][N:15]1[C:23]2[C:22]([O:24][C:25]3[CH:30]=[CH:29][C:28]([NH2:31])=[C:27]([Cl:32])[CH:26]=3)=[N:21][CH:20]=[N:19][C:18]=2[CH:17]=[CH:16]1)(=O)C1C=CC=CC=1.N1C=CC=CC=1.Cl[C:40](OC1C=CC=CC=1)=[O:41].[F:49][C:50]([F:59])([F:58])[C:51]1[CH:52]=[C:53]([CH:55]=[CH:56][CH:57]=1)[NH2:54]. The catalyst is CN(C)C(=O)C.O. The product is [Cl:32][C:27]1[CH:26]=[C:25]([O:24][C:22]2[C:23]3[N:15]([CH2:14][CH2:13][O:12][CH2:11][CH2:10][OH:9])[CH:16]=[CH:17][C:18]=3[N:19]=[CH:20][N:21]=2)[CH:30]=[CH:29][C:28]=1[NH:31][C:40]([NH:54][C:53]1[CH:55]=[CH:56][CH:57]=[C:51]([C:50]([F:58])([F:59])[F:49])[CH:52]=1)=[O:41]. The yield is 0.170. (4) The reactants are Br[C:2]1[N:10]2[C:5]([CH:6]=[N:7][C:8]([S:11][CH3:12])=[N:9]2)=[CH:4][CH:3]=1.[CH3:13][N:14]([C:19]1[C:23](B2OC(C)(C)C(C)(C)O2)=[CH:22][N:21]([CH3:33])[N:20]=1)[S:15]([CH3:18])(=[O:17])=[O:16].CN(C)C=O.O1CCOCC1.C(=O)([O-])[O-].[Na+].[Na+].O. The catalyst is C1C=CC([P]([Pd]([P](C2C=CC=CC=2)(C2C=CC=CC=2)C2C=CC=CC=2)([P](C2C=CC=CC=2)(C2C=CC=CC=2)C2C=CC=CC=2)[P](C2C=CC=CC=2)(C2C=CC=CC=2)C2C=CC=CC=2)(C2C=CC=CC=2)C2C=CC=CC=2)=CC=1. The product is [CH3:13][N:14]([C:19]1[C:23]([C:2]2[N:10]3[C:5]([CH:6]=[N:7][C:8]([S:11][CH3:12])=[N:9]3)=[CH:4][CH:3]=2)=[CH:22][N:21]([CH3:33])[N:20]=1)[S:15]([CH3:18])(=[O:16])=[O:17]. The yield is 0.380.